From a dataset of Reaction yield outcomes from USPTO patents with 853,638 reactions. Predict the reaction yield, written as a fraction of the theoretical maximum amount of product (1.0 means a 100% yield; for example, 0.34 means a 34% yield). (1) The catalyst is CN(C=O)C.O. The reactants are [C:1]1([C:14]2[CH:19]=[CH:18][CH:17]=[CH:16][CH:15]=2)[CH:6]=[CH:5][C:4]([C:7]([NH:9][CH2:10][C:11]([OH:13])=O)=[O:8])=[CH:3][CH:2]=1.CCN(C(C)C)C(C)C.C1C=CC2N(O)N=NC=2C=1.CCN=C=NCCCN(C)C.Cl.Cl.[Cl:52][C:53]1[CH:58]=[CH:57][CH:56]=[CH:55][C:54]=1[N:59]([CH3:66])[CH:60]1[CH2:65][CH2:64][NH:63][CH2:62][CH2:61]1. The product is [Cl:52][C:53]1[CH:58]=[CH:57][CH:56]=[CH:55][C:54]=1[N:59]([CH3:66])[CH:60]1[CH2:65][CH2:64][N:63]([C:11](=[O:13])[CH2:10][NH:9][C:7]([C:4]2[CH:3]=[CH:2][C:1]([C:14]3[CH:19]=[CH:18][CH:17]=[CH:16][CH:15]=3)=[CH:6][CH:5]=2)=[O:8])[CH2:62][CH2:61]1. The yield is 0.230. (2) The reactants are C([O:3][C:4](=[O:42])[CH2:5][N:6]([S:29]([N:32]1[C:41]2[C:36](=[CH:37][CH:38]=[CH:39][CH:40]=2)[CH2:35][CH2:34][CH2:33]1)(=[O:31])=[O:30])[CH2:7][C:8]1[CH:13]=[CH:12][CH:11]=[C:10]([O:14][CH2:15][C:16]2[N:17]=[C:18]([C:22]3[CH:27]=[CH:26][C:25]([CH3:28])=[CH:24][CH:23]=3)[O:19][C:20]=2[CH3:21])[CH:9]=1)C.O.[OH-].[Li+]. No catalyst specified. The product is [N:32]1([S:29]([N:6]([CH2:5][C:4]([OH:42])=[O:3])[CH2:7][C:8]2[CH:13]=[CH:12][CH:11]=[C:10]([O:14][CH2:15][C:16]3[N:17]=[C:18]([C:22]4[CH:23]=[CH:24][C:25]([CH3:28])=[CH:26][CH:27]=4)[O:19][C:20]=3[CH3:21])[CH:9]=2)(=[O:30])=[O:31])[C:41]2[C:36](=[CH:37][CH:38]=[CH:39][CH:40]=2)[CH2:35][CH2:34][CH2:33]1. The yield is 0.990. (3) The reactants are [C:1]([N:4]1[C@@H:10]([CH3:11])[C@H:9]([NH:12][C:13](=[O:25])[C@@H:14]([N:16]([CH3:24])[C:17](=[O:23])[O:18][C:19]([CH3:22])([CH3:21])[CH3:20])[CH3:15])[C:8](=[O:26])[NH:7][C:6]2[CH:27]=[CH:28][C:29]([C:31]#[N:32])=[CH:30][C:5]1=2)(=[O:3])[CH3:2].Cl[CH2:34][C:35]1[C:44]2[C:39](=[CH:40][CH:41]=[CH:42][CH:43]=2)[CH:38]=[CH:37][C:36]=1[CH3:45].C(=O)([O-])[O-].[Cs+].[Cs+].[I-].[Na+]. The catalyst is CN(C=O)C.CCOC(C)=O. The product is [C:1]([N:4]1[C@@H:10]([CH3:11])[C@H:9]([NH:12][C:13](=[O:25])[C@@H:14]([N:16]([CH3:24])[C:17](=[O:23])[O:18][C:19]([CH3:21])([CH3:20])[CH3:22])[CH3:15])[C:8](=[O:26])[N:7]([CH2:34][C:35]2[C:44]3[C:39](=[CH:40][CH:41]=[CH:42][CH:43]=3)[CH:38]=[CH:37][C:36]=2[CH3:45])[C:6]2[CH:27]=[CH:28][C:29]([C:31]#[N:32])=[CH:30][C:5]1=2)(=[O:3])[CH3:2]. The yield is 0.730. (4) The reactants are [NH:1]1[C:9]2[CH:8]=[CH:7][CH:6]=[C:5]([C:10]([O:12][CH3:13])=[O:11])[C:4]=2[CH:3]=[CH:2]1.P([O-])([O-])([O-])=O.[K+].[K+].[K+].CNCCNC.N1CCC[C@H]1C(O)=O.Br[C:37]1[CH:42]=[CH:41][C:40]([F:43])=[CH:39][CH:38]=1. The catalyst is CS(C)=O.O1CCOCC1.[Cu](I)I. The product is [F:43][C:40]1[CH:41]=[CH:42][C:37]([N:1]2[C:9]3[CH:8]=[CH:7][CH:6]=[C:5]([C:10]([O:12][CH3:13])=[O:11])[C:4]=3[CH:3]=[CH:2]2)=[CH:38][CH:39]=1. The yield is 0.680. (5) The reactants are [CH3:1][C:2]1[N:3]([C:8]2[CH:17]=[C:16]3[C:11]([CH2:12][CH2:13][C:14](=O)[N:15]3[CH:18]([CH3:24])[C:19]([O:21][CH2:22][CH3:23])=[O:20])=[CH:10][CH:9]=2)[C:4]([CH3:7])=[CH:5][CH:6]=1.COC1C=CC(P2(SP(C3C=CC(OC)=CC=3)(=S)S2)=[S:35])=CC=1. The catalyst is C1(C)C=CC=CC=1. The product is [CH3:1][C:2]1[N:3]([C:8]2[CH:17]=[C:16]3[C:11]([CH2:12][CH2:13][C:14](=[S:35])[N:15]3[CH:18]([CH3:24])[C:19]([O:21][CH2:22][CH3:23])=[O:20])=[CH:10][CH:9]=2)[C:4]([CH3:7])=[CH:5][CH:6]=1. The yield is 0.120. (6) The reactants are [F:1][C:2]1[CH:7]=[CH:6][CH:5]=[C:4]([F:8])[C:3]=1[N:9]1[C:14]2[N:15]=[C:16]([N:29]3[CH2:34][CH2:33][CH:32]([N:35]4[CH2:40][CH2:39][CH:38]([CH3:41])[CH2:37][CH2:36]4)[CH2:31][CH2:30]3)[N:17]=[C:18]([C:19]3[CH:20]=[C:21]([CH:25]=[CH:26][C:27]=3[CH3:28])[C:22]([OH:24])=O)[C:13]=2[CH:12]=[CH:11][C:10]1=[O:42].CN(C(O[N:51]1N=N[C:53]2[CH:54]=[CH:55]C=C[C:52]1=2)=[N+](C)C)C.F[P-](F)(F)(F)(F)F.C(N(CC)CC)C.C(N)CCC. The catalyst is CN(C=O)C. The product is [CH2:52]([NH:51][C:22](=[O:24])[C:21]1[CH:25]=[CH:26][C:27]([CH3:28])=[C:19]([C:18]2[C:13]3[CH:12]=[CH:11][C:10](=[O:42])[N:9]([C:3]4[C:2]([F:1])=[CH:7][CH:6]=[CH:5][C:4]=4[F:8])[C:14]=3[N:15]=[C:16]([N:29]3[CH2:34][CH2:33][CH:32]([N:35]4[CH2:40][CH2:39][CH:38]([CH3:41])[CH2:37][CH2:36]4)[CH2:31][CH2:30]3)[N:17]=2)[CH:20]=1)[CH2:53][CH2:54][CH3:55]. The yield is 0.550. (7) The reactants are [N+:1]([C:4]1[CH:18]=[CH:17][C:7]([CH2:8][NH:9][CH2:10][CH2:11][N:12]2[CH2:16][CH2:15][CH2:14][CH2:13]2)=[CH:6][CH:5]=1)([O-])=O.O.NN. The catalyst is CCO.[Ni]. The product is [N:12]1([CH2:11][CH2:10][NH:9][CH2:8][C:7]2[CH:6]=[CH:5][C:4]([NH2:1])=[CH:18][CH:17]=2)[CH2:13][CH2:14][CH2:15][CH2:16]1. The yield is 0.750.